This data is from CYP3A4 inhibition data for predicting drug metabolism from PubChem BioAssay. The task is: Regression/Classification. Given a drug SMILES string, predict its absorption, distribution, metabolism, or excretion properties. Task type varies by dataset: regression for continuous measurements (e.g., permeability, clearance, half-life) or binary classification for categorical outcomes (e.g., BBB penetration, CYP inhibition). Dataset: cyp3a4_veith. (1) The molecule is COC(=O)CSc1ccc2nnc(-c3ccc(F)cc3)n2n1. The result is 0 (non-inhibitor). (2) The compound is Cc1ccc(C(OC(=O)c2ccco2)C(=O)NC2CCCCC2)cc1. The result is 0 (non-inhibitor). (3) The drug is O=C(O)c1ccccc1Nc1cccc(C(F)(F)F)c1. The result is 0 (non-inhibitor). (4) The molecule is COC(=O)[C@@]1(Cc2ccc(F)cc2)[C@H]2c3cc(C(=O)N4CCCC4)n(C[C@H](O)CO)c3C[C@H]2CN1C(=O)c1ccccc1. The result is 1 (inhibitor). (5) The result is 0 (non-inhibitor). The compound is O=C(Nc1cccc(C(=O)N2CCOCC2)c1)c1ccccc1. (6) The drug is COc1ccc(Cn2c(N)c(C(=O)NCc3ccco3)c3nc4ccccc4nc32)cc1. The result is 1 (inhibitor).